This data is from CYP2C9 inhibition data for predicting drug metabolism from PubChem BioAssay. The task is: Regression/Classification. Given a drug SMILES string, predict its absorption, distribution, metabolism, or excretion properties. Task type varies by dataset: regression for continuous measurements (e.g., permeability, clearance, half-life) or binary classification for categorical outcomes (e.g., BBB penetration, CYP inhibition). Dataset: cyp2c9_veith. (1) The molecule is O=C(O)c1cc(N=Nc2ccc([N+](=O)[O-])cc2)ccc1O. The result is 0 (non-inhibitor). (2) The drug is CCOC(=O)C1=C(C)NC(=O)N[C@@H]1c1coc2cc(C)cc(C)c2c1=O. The result is 0 (non-inhibitor). (3) The compound is COc1cccc(-c2nc(N(C)Cc3ccco3)c3ccccc3n2)c1. The result is 0 (non-inhibitor). (4) The molecule is COc1cc(C(=O)NCC(c2cccnc2)N2CCN(C)CC2)cc(OC)c1OC. The result is 0 (non-inhibitor). (5) The drug is CN(C)c1ncc2nc(CCc3ccccc3)c(=O)n(CCC#N)c2n1. The result is 1 (inhibitor). (6) The compound is CC1CCCC(C)N1CCNC(=O)Cn1nc(-c2ccccc2)ccc1=O. The result is 0 (non-inhibitor).